The task is: Regression. Given a peptide amino acid sequence and an MHC pseudo amino acid sequence, predict their binding affinity value. This is MHC class II binding data.. This data is from Peptide-MHC class II binding affinity with 134,281 pairs from IEDB. (1) The peptide sequence is YDKFAANVSTVLTGK. The MHC is DRB1_0401 with pseudo-sequence DRB1_0401. The binding affinity (normalized) is 0.538. (2) The peptide sequence is SELYLYKVVKIEPLGVAP. The MHC is HLA-DQA10103-DQB10603 with pseudo-sequence HLA-DQA10103-DQB10603. The binding affinity (normalized) is 0.211. (3) The peptide sequence is MVGTILEMLGHRLDD. The MHC is HLA-DQA10101-DQB10501 with pseudo-sequence HLA-DQA10101-DQB10501. The binding affinity (normalized) is 0.250. (4) The peptide sequence is PGNRPHLIRLFSRDA. The MHC is H-2-IAd with pseudo-sequence H-2-IAd. The binding affinity (normalized) is 0.190.